This data is from Forward reaction prediction with 1.9M reactions from USPTO patents (1976-2016). The task is: Predict the product of the given reaction. Given the reactants [N+:1]([C:4]1[C:12]2[C:11]3[CH:13]=[CH:14][CH:15]=[CH:16][C:10]=3[O:9][C:8]=2[C:7](B2OC(C)(C)C(C)(C)O2)=[CH:6][CH:5]=1)([O-:3])=[O:2].[N:26]1([C:32]2[O:33][C:34]3[C:42](OS(C(F)(F)F)(=O)=O)=[CH:41][CH:40]=[CH:39][C:35]=3[C:36](=[O:38])[CH:37]=2)[CH2:31][CH2:30][O:29][CH2:28][CH2:27]1.C(=O)([O-])[O-].[K+].[K+], predict the reaction product. The product is: [N:26]1([C:32]2[O:33][C:34]3[C:42]([C:7]4[C:8]5[O:9][C:10]6[CH:16]=[CH:15][CH:14]=[CH:13][C:11]=6[C:12]=5[C:4]([N+:1]([O-:3])=[O:2])=[CH:5][CH:6]=4)=[CH:41][CH:40]=[CH:39][C:35]=3[C:36](=[O:38])[CH:37]=2)[CH2:27][CH2:28][O:29][CH2:30][CH2:31]1.